Dataset: Catalyst prediction with 721,799 reactions and 888 catalyst types from USPTO. Task: Predict which catalyst facilitates the given reaction. (1) Reactant: [Br:1][C:2]1[CH:7]=[CH:6][C:5]([OH:8])=[C:4]([F:9])[CH:3]=1.[CH2:10]1N2CN3CN(C2)CN1C3.[OH2:20].S(=O)(=O)(O)O. Product: [Br:1][C:2]1[CH:3]=[C:4]([F:9])[C:5]([OH:8])=[C:6]([CH:7]=1)[CH:10]=[O:20]. The catalyst class is: 55. (2) Reactant: [CH3:1][O:2][C:3]1[CH:26]=[CH:25][C:6]([CH2:7][N:8]2[CH:12]=[C:11]([C:13]3[N:14]=[C:15]([NH:18][C:19]4[N:24]=[CH:23][CH:22]=[CH:21][N:20]=4)[S:16][CH:17]=3)[CH:10]=[N:9]2)=[CH:5][CH:4]=1.[Cl:27]N1C(=O)CCC1=O. Product: [Cl:27][C:17]1[S:16][C:15]([NH:18][C:19]2[N:20]=[CH:21][CH:22]=[CH:23][N:24]=2)=[N:14][C:13]=1[C:11]1[CH:10]=[N:9][N:8]([CH2:7][C:6]2[CH:5]=[CH:4][C:3]([O:2][CH3:1])=[CH:26][CH:25]=2)[CH:12]=1. The catalyst class is: 3.